Dataset: Forward reaction prediction with 1.9M reactions from USPTO patents (1976-2016). Task: Predict the product of the given reaction. (1) Given the reactants [CH2:1]([O:8][C:9]1[CH:10]=[C:11]([CH:24]=[CH:25][C:26]=1[N+:27]([O-:29])=[O:28])[CH2:12][CH:13]1[C:22]2[C:17](=[CH:18][CH:19]=[CH:20][CH:21]=2)[CH2:16][CH2:15][C:14]1=O)[C:2]1[CH:7]=[CH:6][CH:5]=[CH:4][CH:3]=1.Cl.[NH2:31][OH:32].C([O-])(=O)C.[Na+], predict the reaction product. The product is: [CH2:1]([O:8][C:9]1[CH:10]=[C:11]([CH:24]=[CH:25][C:26]=1[N+:27]([O-:29])=[O:28])[CH2:12][CH:13]1[C:22]2[C:17](=[CH:18][CH:19]=[CH:20][CH:21]=2)[CH2:16][CH2:15][C:14]1=[N:31][OH:32])[C:2]1[CH:7]=[CH:6][CH:5]=[CH:4][CH:3]=1. (2) Given the reactants Br[C:2]1[C:10]2[C:5](=[CH:6][CH:7]=[C:8]([C:11]3[N:12]=[N:13][N:14]([C:16]([C:29]4[CH:34]=[CH:33][CH:32]=[CH:31][CH:30]=4)([C:23]4[CH:28]=[CH:27][CH:26]=[CH:25][CH:24]=4)[C:17]4[CH:22]=[CH:21][CH:20]=[CH:19][CH:18]=4)[N:15]=3)[CH:9]=2)[N:4]([CH:35]2[CH2:40][CH2:39][CH2:38][CH2:37][O:36]2)[N:3]=1.[NH2:41][C:42]1[CH:43]=[C:44](B(O)O)[CH:45]=[CH:46][CH:47]=1.ClCCl.P([O-])([O-])([O-])=O.[K+].[K+].[K+], predict the reaction product. The product is: [O:36]1[CH2:37][CH2:38][CH2:39][CH2:40][CH:35]1[N:4]1[C:5]2[C:10](=[CH:9][C:8]([C:11]3[N:12]=[N:13][N:14]([C:16]([C:23]4[CH:24]=[CH:25][CH:26]=[CH:27][CH:28]=4)([C:17]4[CH:22]=[CH:21][CH:20]=[CH:19][CH:18]=4)[C:29]4[CH:30]=[CH:31][CH:32]=[CH:33][CH:34]=4)[N:15]=3)=[CH:7][CH:6]=2)[C:2]([C:46]2[CH:47]=[C:42]([NH2:41])[CH:43]=[CH:44][CH:45]=2)=[N:3]1. (3) The product is: [NH2:12][C:8]1[CH:7]=[C:6]([C:3]([CH3:4])([CH3:5])[CH2:2][OH:1])[N:10]([CH3:11])[N:9]=1. Given the reactants [OH:1][CH2:2][C:3]([C:6]1[N:10]([CH3:11])[N:9]=[C:8]([N:12]2C(=O)C3C(=CC=CC=3)C2=O)[CH:7]=1)([CH3:5])[CH3:4].O.NN, predict the reaction product. (4) Given the reactants [F:1][C:2]1[CH:3]=[C:4]([C:8]2[C:12]([C:13]3[N:14]=[CH:15][NH:16][CH:17]=3)=[C:11]([CH3:18])[O:10][N:9]=2)[CH:5]=[CH:6][CH:7]=1.[CH2:19]([O:21][C:22]([C:24]1[CH:25]=[C:26](B(O)O)[CH:27]=[CH:28][CH:29]=1)=[O:23])[CH3:20].C(OCC)(=O)C, predict the reaction product. The product is: [CH2:19]([O:21][C:22](=[O:23])[C:24]1[CH:25]=[CH:26][CH:27]=[C:28]([N:14]2[C:13]([C:12]3[C:8]([C:4]4[CH:5]=[CH:6][CH:7]=[C:2]([F:1])[CH:3]=4)=[N:9][O:10][C:11]=3[CH3:18])=[CH:17][N:16]=[CH:15]2)[CH:29]=1)[CH3:20]. (5) Given the reactants Cl.[C:2]([N:19]1[CH2:24][CH2:23][NH:22][CH2:21][CH2:20]1)([O:4][CH2:5][CH:6]1[C:18]2[C:13](=[CH:14][CH:15]=[CH:16][CH:17]=2)[C:12]2[C:7]1=[CH:8][CH:9]=[CH:10][CH:11]=2)=[O:3].[CH2:25]([N:32]1[CH2:37][CH2:36][C:35](=O)[CH2:34][CH2:33]1)[C:26]1[CH:31]=[CH:30][CH:29]=[CH:28][CH:27]=1.C([BH3-])#N.C(N1CCCCC1=O)C1C=CC=CC=1, predict the reaction product. The product is: [CH:17]1[C:18]2[CH:6]([CH2:5][O:4][C:2]([N:19]3[CH2:20][CH2:21][N:22]([CH:35]4[CH2:34][CH2:33][N:32]([CH2:25][C:26]5[CH:31]=[CH:30][CH:29]=[CH:28][CH:27]=5)[CH2:37][CH2:36]4)[CH2:23][CH2:24]3)=[O:3])[C:7]3[C:12](=[CH:11][CH:10]=[CH:9][CH:8]=3)[C:13]=2[CH:14]=[CH:15][CH:16]=1. (6) Given the reactants C[O:2][C:3](=O)[CH2:4][N:5]1[C:9]([CH3:11])([CH3:10])[C:8](=[O:12])[N:7]([C:13]2[CH:18]=[C:17]([CH2:19][C:20]3[C:29]4[C:24](=[CH:25][CH:26]=[CH:27][CH:28]=4)[C:23](=[O:30])[NH:22][N:21]=3)[CH:16]=[CH:15][C:14]=2[F:31])[C:6]1=[O:32].CO.[NH3:36], predict the reaction product. The product is: [F:31][C:14]1[CH:15]=[CH:16][C:17]([CH2:19][C:20]2[C:29]3[C:24](=[CH:25][CH:26]=[CH:27][CH:28]=3)[C:23](=[O:30])[NH:22][N:21]=2)=[CH:18][C:13]=1[N:7]1[C:8](=[O:12])[C:9]([CH3:11])([CH3:10])[N:5]([CH2:4][C:3]([NH2:36])=[O:2])[C:6]1=[O:32]. (7) The product is: [F:1][C:2]1[CH:3]=[CH:4][C:5]([CH2:6][C:7]2[CH:8]=[C:9]([CH:27]=[CH:28][C:29]=2[OH:30])[CH2:10][C:11]2[C:16]([CH3:17])=[CH:15][C:14]([NH:18][C:19](=[O:25])[C:20]([OH:22])=[O:21])=[CH:13][C:12]=2[CH3:26])=[CH:32][CH:33]=1. Given the reactants [F:1][C:2]1[CH:33]=[CH:32][C:5]([CH2:6][C:7]2[CH:8]=[C:9]([CH:27]=[CH:28][C:29]=2[O:30]C)[CH2:10][C:11]2[C:16]([CH3:17])=[CH:15][C:14]([NH:18][C:19](=[O:25])[C:20]([O:22]CC)=[O:21])=[CH:13][C:12]=2[CH3:26])=[CH:4][CH:3]=1.B(Br)(Br)Br, predict the reaction product. (8) Given the reactants [CH3:1][C:2]1([CH3:20])[CH2:6][C:5]2([CH2:11][CH2:10][C:9]([C:12]3[C:16](C=O)=[CH:15][N:14]([CH3:19])[N:13]=3)=[CH:8][CH2:7]2)[O:4][CH2:3]1.[CH3:21][N:22]([CH2:30][CH2:31][NH:32][CH3:33])[C:23](=[O:29])[O:24][C:25]([CH3:28])([CH3:27])[CH3:26].[BH-](OC(C)=O)(OC(C)=O)O[C:36](C)=O.[Na+], predict the reaction product. The product is: [CH3:20][C:2]1([CH3:1])[CH2:6][C:5]2([CH2:11][CH2:10][C:9]([C:12]3[C:16]([CH2:33][N:32]([CH3:36])[CH2:31][CH2:30][N:22]([CH3:21])[C:23](=[O:29])[O:24][C:25]([CH3:28])([CH3:27])[CH3:26])=[CH:15][N:14]([CH3:19])[N:13]=3)=[CH:8][CH2:7]2)[O:4][CH2:3]1. (9) Given the reactants [NH2:1][C:2]1[C:3]([C:7](=[N:16][OH:17])[NH:8][C:9]2[CH:14]=[CH:13][CH:12]=[C:11]([Cl:15])[CH:10]=2)=[N:4][O:5][N:6]=1.C1N=CN([C:23](N2C=NC=C2)=[O:24])C=1, predict the reaction product. The product is: [NH2:1][C:2]1[C:3]([C:7]2[N:8]([C:9]3[CH:14]=[CH:13][CH:12]=[C:11]([Cl:15])[CH:10]=3)[C:23](=[O:24])[O:17][N:16]=2)=[N:4][O:5][N:6]=1. (10) Given the reactants ClC1C=C2[C:8](=CC=1)[N:7](S(C1C=CC=CC=1)(=O)=O)C(C(OCC)=O)=C2S(Cl)(=O)=O.[Br:29][C:30]1[CH:31]=[C:32]2[C:36](=[CH:37][CH:38]=1)[N:35](S(C1C=CC=CC=1)(=O)=O)[C:34]([C:48]([O:50]CC)=O)=[C:33]2[S:53](Cl)(=[O:55])=[O:54].Cl.C[NH2:59].Cl.C[NH:62][CH2:63][CH2:64][C:65]([O:67]C)=O, predict the reaction product. The product is: [NH2:59][C:48]([C:34]1[NH:35][C:36]2[C:32]([C:33]=1[S:53]([N:7]([CH3:8])[C:65](=[O:67])[CH2:64][CH2:63][NH2:62])(=[O:54])=[O:55])=[CH:31][C:30]([Br:29])=[CH:38][CH:37]=2)=[O:50].